This data is from Peptide-MHC class II binding affinity with 134,281 pairs from IEDB. The task is: Regression. Given a peptide amino acid sequence and an MHC pseudo amino acid sequence, predict their binding affinity value. This is MHC class II binding data. The peptide sequence is LASVAMCRTPFSLAE. The MHC is DRB3_0202 with pseudo-sequence DRB3_0202. The binding affinity (normalized) is 0.558.